From a dataset of Forward reaction prediction with 1.9M reactions from USPTO patents (1976-2016). Predict the product of the given reaction. (1) Given the reactants [Si]([O:8][CH:9]([C:22]1[O:23][C:24]([C:27]2[CH:35]=[CH:34][CH:33]=[CH:32][C:28]=2[C:29]([NH2:31])=[O:30])=[CH:25][N:26]=1)[CH2:10][CH2:11][CH2:12][CH2:13][CH2:14][CH2:15][C:16]1[CH:21]=[CH:20][CH:19]=[CH:18][CH:17]=1)(C(C)(C)C)(C)C.[Si](OC(C1OC([Sn](CCCC)(CCCC)CCCC)=CN=1)CCCCCCC1C=CC=CC=1)(C(C)(C)C)(C)C.BrC1C=CC=CC=1C(N)=O, predict the reaction product. The product is: [C:16]1([CH2:15][CH2:14][CH2:13][CH2:12][CH2:11][CH2:10][C:9]([C:22]2[O:23][C:24]([C:27]3[CH:35]=[CH:34][CH:33]=[CH:32][C:28]=3[C:29]([NH2:31])=[O:30])=[CH:25][N:26]=2)=[O:8])[CH:21]=[CH:20][CH:19]=[CH:18][CH:17]=1. (2) Given the reactants [NH2:1][CH2:2][CH2:3][NH:4][C@@H:5]([C@@H:13]([CH3:16])[CH2:14][CH3:15])[C:6]([O:8][C:9]([CH3:12])([CH3:11])[CH3:10])=[O:7].[CH:17]([C:20]1[S:21][CH:22]=[C:23]([CH:25]=O)[N:24]=1)([CH3:19])[CH3:18].[BH4-].[Na+].[N+](C1C=C[C:35]([O:38]C(=O)OC2C=CC([N+]([O-])=O)=CC=2)=CC=1)([O-])=O, predict the reaction product. The product is: [CH:17]([C:20]1[S:21][CH:22]=[C:23]([CH2:25][N:1]2[CH2:2][CH2:3][N:4]([C@@H:5]([C@@H:13]([CH3:16])[CH2:14][CH3:15])[C:6]([O:8][C:9]([CH3:10])([CH3:11])[CH3:12])=[O:7])[C:35]2=[O:38])[N:24]=1)([CH3:18])[CH3:19].